This data is from Catalyst prediction with 721,799 reactions and 888 catalyst types from USPTO. The task is: Predict which catalyst facilitates the given reaction. (1) Reactant: [CH3:1][C:2]1[CH:7]=[CH:6][C:5]([S:8]([NH:11][CH2:12][CH2:13][C:14]2[CH:19]=[CH:18][C:17]([N+:20]([O-])=O)=[CH:16][CH:15]=2)(=[O:10])=[O:9])=[CH:4][CH:3]=1. Product: [NH2:20][C:17]1[CH:18]=[CH:19][C:14]([CH2:13][CH2:12][NH:11][S:8]([C:5]2[CH:6]=[CH:7][C:2]([CH3:1])=[CH:3][CH:4]=2)(=[O:10])=[O:9])=[CH:15][CH:16]=1. The catalyst class is: 582. (2) Reactant: I[CH2:2][CH2:3][CH2:4][S:5]([C:8]1[CH:9]=[C:10]([CH:32]=[CH:33][CH:34]=1)[O:11][C:12]1[CH:13]=[C:14]([N:18]2[C:22]3[CH:23]=[CH:24][CH:25]=[C:26]([C:27]([F:30])([F:29])[F:28])[C:21]=3[N:20]=[C:19]2[CH3:31])[CH:15]=[CH:16][CH:17]=1)(=[O:7])=[O:6].[NH3:35]. Product: [CH3:31][C:19]1[N:18]([C:14]2[CH:13]=[C:12]([CH:17]=[CH:16][CH:15]=2)[O:11][C:10]2[CH:9]=[C:8]([S:5]([CH2:4][CH2:3][CH2:2][NH2:35])(=[O:7])=[O:6])[CH:34]=[CH:33][CH:32]=2)[C:22]2[CH:23]=[CH:24][CH:25]=[C:26]([C:27]([F:30])([F:29])[F:28])[C:21]=2[N:20]=1. The catalyst class is: 5.